From a dataset of Full USPTO retrosynthesis dataset with 1.9M reactions from patents (1976-2016). Predict the reactants needed to synthesize the given product. (1) Given the product [O:27]=[C:18]1[N:17]([C@@H:28]([C:30]2[CH:31]=[N:32][CH:33]=[CH:34][CH:35]=2)[CH3:29])[C:15]2=[N:16][C:11]([N:8]3[C:7]4[CH:36]=[C:3]([C:1]#[N:2])[CH:4]=[CH:5][C:6]=4[N:10]=[CH:9]3)=[CH:12][CH:13]=[C:14]2[NH:19]1, predict the reactants needed to synthesize it. The reactants are: [C:1]([C:3]1[CH:4]=[CH:5][C:6]2[N:10]=[CH:9][N:8]([C:11]3[N:16]=[C:15]4[N:17]([C@@H:28]([C:30]5[CH:31]=[N:32][CH:33]=[CH:34][CH:35]=5)[CH3:29])[C:18](=[O:27])[N:19](C(OC(C)(C)C)=O)[C:14]4=[CH:13][CH:12]=3)[C:7]=2[CH:36]=1)#[N:2].C(O)(C(F)(F)F)=O. (2) Given the product [OH:6][C:4]([C:7]1[CH:15]=[CH:14][CH:13]=[C:12]2[C:8]=1[CH2:9][CH2:10][CH2:11]2)([CH3:1])[CH3:5], predict the reactants needed to synthesize it. The reactants are: [CH3:1][Mg]Br.[C:4]([C:7]1[CH:15]=[CH:14][CH:13]=[C:12]2[C:8]=1[CH2:9][CH2:10][CH2:11]2)(=[O:6])[CH3:5]. (3) Given the product [Br:1][C:2]1[C:3]([NH:9][C:15]([C:11]2[S:10][CH:14]=[CH:13][CH:12]=2)=[NH:16])=[N:4][CH:5]=[C:6]([Br:8])[N:7]=1, predict the reactants needed to synthesize it. The reactants are: [Br:1][C:2]1[C:3]([NH2:9])=[N:4][CH:5]=[C:6]([Br:8])[N:7]=1.[S:10]1[CH:14]=[CH:13][CH:12]=[C:11]1[C:15]#[N:16].[Al+3].[Cl-].[Cl-].[Cl-].